From a dataset of Forward reaction prediction with 1.9M reactions from USPTO patents (1976-2016). Predict the product of the given reaction. (1) Given the reactants C1(C2C=CC([CH:8]=[O:9])=CC=2)CC1.Br[C:13]1[CH:18]=[CH:17][C:16]([C:19]2([F:23])[CH2:22][CH2:21][CH2:20]2)=[CH:15][CH:14]=1.[Li]CCCC.CCCCCC.CN(C=O)C, predict the reaction product. The product is: [F:23][C:19]1([C:16]2[CH:17]=[CH:18][C:13]([CH:8]=[O:9])=[CH:14][CH:15]=2)[CH2:22][CH2:21][CH2:20]1. (2) The product is: [Cl:8][C:7]1[C:2]([NH:69][C:64]2[CH:65]=[CH:66][CH:67]=[CH:68][C:63]=2[O:62][CH3:61])=[N:3][CH:4]=[CH:5][CH:6]=1. Given the reactants Cl[C:2]1[C:7]([Cl:8])=[CH:6][CH:5]=[CH:4][N:3]=1.C1(P(C2C=CC=CC=2)C2C=CC3C(=CC=CC=3)C=2C2C3C(=CC=CC=3)C=CC=2P(C2C=CC=CC=2)C2C=CC=CC=2)C=CC=CC=1.C(=O)([O-])[O-].[K+].[K+].[CH3:61][O:62][C:63]1[C:64]([NH2:69])=[CH:65][CH:66]=[CH:67][CH:68]=1, predict the reaction product. (3) Given the reactants [NH2:1][C:2]1[CH:3]=[C:4]([N:9]2[C@@H:14]([CH3:15])[CH2:13][O:12][C@H:11]([CH2:16][N:17]([CH2:20][CH3:21])[CH2:18][CH3:19])[CH2:10]2)[CH:5]=[CH:6][C:7]=1[NH2:8].[F:22][C:23]1[CH:31]=[C:30]2[C:26]([C:27]([CH:32]=O)=[N:28][NH:29]2)=[CH:25][CH:24]=1, predict the reaction product. The product is: [F:22][C:23]1[CH:31]=[C:30]2[C:26]([C:27]([C:32]3[NH:8][C:7]4[CH:6]=[CH:5][C:4]([N:9]5[C@@H:14]([CH3:15])[CH2:13][O:12][C@H:11]([CH2:16][N:17]([CH2:18][CH3:19])[CH2:20][CH3:21])[CH2:10]5)=[CH:3][C:2]=4[N:1]=3)=[N:28][NH:29]2)=[CH:25][CH:24]=1.